Dataset: Reaction yield outcomes from USPTO patents with 853,638 reactions. Task: Predict the reaction yield, written as a fraction of the theoretical maximum amount of product (1.0 means a 100% yield; for example, 0.34 means a 34% yield). (1) The reactants are [F:1][C:2]1[CH:25]=[CH:24][C:5]([O:6][C:7]2[CH:12]=[CH:11][C:10]([C:13]3[N:18]=[C:17]([C:19]([OH:21])=[O:20])[CH:16]=[C:15]([CH:22]=[CH2:23])[N:14]=3)=[CH:9][CH:8]=2)=[CH:4][CH:3]=1.[CH:26]1C=CC2N(O)N=NC=2C=1.C(Cl)CCl.CO. The catalyst is ClCCl. The product is [F:1][C:2]1[CH:25]=[CH:24][C:5]([O:6][C:7]2[CH:8]=[CH:9][C:10]([C:13]3[N:18]=[C:17]([C:19]([O:21][CH3:26])=[O:20])[CH:16]=[C:15]([CH:22]=[CH2:23])[N:14]=3)=[CH:11][CH:12]=2)=[CH:4][CH:3]=1. The yield is 0.940. (2) The reactants are [O:1]1[CH2:6][CH2:5][CH2:4][O:3][CH:2]1[C:7]1[CH:8]=[C:9]2[C:14](=[CH:15][CH:16]=1)[NH:13][C:12](=O)[CH2:11][CH2:10]2.[H-].[Al+3].[Li+].[H-].[H-].[H-]. The catalyst is O1CCCC1. The product is [O:1]1[CH2:6][CH2:5][CH2:4][O:3][CH:2]1[C:7]1[CH:8]=[C:9]2[C:14](=[CH:15][CH:16]=1)[NH:13][CH2:12][CH2:11][CH2:10]2. The yield is 0.570. (3) The reactants are [CH:1]1([CH:6]=[CH:7][C:8]#[N:9])[CH2:5][CH2:4][CH2:3][CH2:2]1.C(=O)([O-])[O-].[Cs+].[Cs+].[NH:16]1[CH:20]=[C:19]([C:21]2[C:22]3[CH:29]=[CH:28][N:27]([CH2:30][O:31][CH2:32][CH2:33][Si:34]([CH3:37])([CH3:36])[CH3:35])[C:23]=3[N:24]=[CH:25][N:26]=2)[CH:18]=[N:17]1. The catalyst is C(#N)C. The product is [CH:1]1([CH:6]([N:16]2[CH:20]=[C:19]([C:21]3[C:22]4[CH:29]=[CH:28][N:27]([CH2:30][O:31][CH2:32][CH2:33][Si:34]([CH3:37])([CH3:36])[CH3:35])[C:23]=4[N:24]=[CH:25][N:26]=3)[CH:18]=[N:17]2)[CH2:7][C:8]#[N:9])[CH2:5][CH2:4][CH2:3][CH2:2]1. The yield is 0.978. (4) The reactants are Br[C:2]1[CH:3]=[C:4]([NH:10][C:11]2[CH:22]=[C:14]3[CH2:15][N:16]([CH:19]4[CH2:21][CH2:20]4)[CH2:17][CH2:18][N:13]3[N:12]=2)[C:5](=[O:9])[N:6]([CH3:8])[CH:7]=1.[C:23]([O:26][CH2:27][C:28]1[C:29]([N:43]2[CH2:55][CH2:54][N:46]3[C:47]4[CH2:48][CH2:49][CH2:50][CH2:51][C:52]=4[CH:53]=[C:45]3[C:44]2=[O:56])=[N:30][CH:31]=[CH:32][C:33]=1B1OC(C)(C)C(C)(C)O1)(=[O:25])[CH3:24]. No catalyst specified. The product is [C:23]([O:26][CH2:27][C:28]1[C:29]([N:43]2[CH2:55][CH2:54][N:46]3[C:47]4[CH2:48][CH2:49][CH2:50][CH2:51][C:52]=4[CH:53]=[C:45]3[C:44]2=[O:56])=[N:30][CH:31]=[CH:32][C:33]=1[C:2]1[CH:3]=[C:4]([NH:10][C:11]2[CH:22]=[C:14]3[CH2:15][N:16]([CH:19]4[CH2:21][CH2:20]4)[CH2:17][CH2:18][N:13]3[N:12]=2)[C:5](=[O:9])[N:6]([CH3:8])[CH:7]=1)(=[O:25])[CH3:24]. The yield is 0.890. (5) The reactants are Cl.[CH3:2][NH:3][O:4][CH3:5].[CH2:6]([O:10][C:11]1[CH:15]=[C:14]([C:16](O)=[O:17])[N:13]([CH2:19][C:20]2[CH:25]=[CH:24][C:23]([C:26]([F:29])([F:28])[F:27])=[CH:22][C:21]=2[Cl:30])[N:12]=1)[CH2:7][CH2:8][CH3:9].Cl.C(N=C=NCCCN(C)C)C.O.ON1C2C=CC=CC=2N=N1. The catalyst is O.CN(C)C=O.C(N(CC)CC)C. The product is [CH2:6]([O:10][C:11]1[CH:15]=[C:14]([C:16]([N:3]([O:4][CH3:5])[CH3:2])=[O:17])[N:13]([CH2:19][C:20]2[CH:25]=[CH:24][C:23]([C:26]([F:29])([F:27])[F:28])=[CH:22][C:21]=2[Cl:30])[N:12]=1)[CH2:7][CH2:8][CH3:9]. The yield is 1.00. (6) The reactants are [Br:1][C:2]1[CH:7]=[CH:6][C:5]([OH:8])=[C:4]([F:9])[CH:3]=1.Br[C:11]1[C:16]([C:17]([OH:19])=[O:18])=[C:15]([F:20])[C:14]([O:21][CH3:22])=[CH:13][CH:12]=1.C(OCC)(=O)C.C(=O)([O-])[O-].[Cs+].[Cs+]. The catalyst is C1(C)C=CC=CC=1. The product is [Br:1][C:2]1[CH:7]=[CH:6][C:5]([O:8][C:11]2[C:16]([C:17]([OH:19])=[O:18])=[C:15]([F:20])[C:14]([O:21][CH3:22])=[CH:13][CH:12]=2)=[C:4]([F:9])[CH:3]=1. The yield is 0.790. (7) The reactants are [C:1](Cl)(=[O:4])[CH:2]=[CH2:3].[CH3:6][O:7][C:8]1[CH:13]=[C:12]([C:14]2[CH2:15][CH2:16][N:17]([CH3:20])[CH2:18][CH:19]=2)[C:11]([NH2:21])=[CH:10][C:9]=1[NH:22][C:23]1[N:28]=[C:27]([C:29]2[CH:30]=[N:31][N:32]3[CH:37]=[CH:36][CH:35]=[CH:34][C:33]=23)[CH:26]=[CH:25][N:24]=1.C(N(CC)CC)C. The product is [CH3:6][O:7][C:8]1[C:9]([NH:22][C:23]2[N:28]=[C:27]([C:29]3[CH:30]=[N:31][N:32]4[CH:37]=[CH:36][CH:35]=[CH:34][C:33]=34)[CH:26]=[CH:25][N:24]=2)=[CH:10][C:11]([NH:21][C:1](=[O:4])[CH:2]=[CH2:3])=[C:12]([C:14]2[CH2:15][CH2:16][N:17]([CH3:20])[CH2:18][CH:19]=2)[CH:13]=1. The yield is 0.140. The catalyst is C1COCC1. (8) The reactants are [C:1]([O:5][C:6](=[O:16])[N:7]([CH3:15])[CH:8]1[CH2:13][CH2:12][C:11](=O)[CH2:10][CH2:9]1)([CH3:4])([CH3:3])[CH3:2].[C:17]([F:21])([F:20])(Br)Br. The catalyst is C1COCC1.CCOCC.[Zn]. The product is [C:1]([O:5][C:6](=[O:16])[N:7]([CH:8]1[CH2:13][CH2:12][C:11](=[C:17]([F:21])[F:20])[CH2:10][CH2:9]1)[CH3:15])([CH3:4])([CH3:3])[CH3:2]. The yield is 0.600. (9) The reactants are [Cl:1][C:2]1[CH:7]=[CH:6][N:5]=[C:4]2[CH:8]=[CH:9][S:10][C:3]=12.[Li]CCCC.[CH2:16]([O:18][CH:19]([O:27][CH2:28][CH3:29])[CH2:20][N:21]1[CH:25]=[C:24](I)[N:23]=[CH:22]1)[CH3:17].CC(OC)(C)C. The catalyst is C1COCC1.[Cl-].[Cl-].[Zn+2]. The product is [Cl:1][C:2]1[CH:7]=[CH:6][N:5]=[C:4]2[CH:8]=[C:9]([C:24]3[N:23]=[CH:22][N:21]([CH2:20][CH:19]([O:27][CH2:28][CH3:29])[O:18][CH2:16][CH3:17])[CH:25]=3)[S:10][C:3]=12. The yield is 0.0900.